From a dataset of Peptide-MHC class I binding affinity with 185,985 pairs from IEDB/IMGT. Regression. Given a peptide amino acid sequence and an MHC pseudo amino acid sequence, predict their binding affinity value. This is MHC class I binding data. (1) The peptide sequence is FIKDYRYTY. The MHC is HLA-B27:05 with pseudo-sequence HLA-B27:05. The binding affinity (normalized) is 0.0847. (2) The peptide sequence is EPRVQLVPL. The binding affinity (normalized) is 0.213. The MHC is HLA-A01:01 with pseudo-sequence HLA-A01:01. (3) The peptide sequence is VTSSVSSGY. The binding affinity (normalized) is 0.0847. The MHC is HLA-B46:01 with pseudo-sequence HLA-B46:01.